This data is from NCI-60 drug combinations with 297,098 pairs across 59 cell lines. The task is: Regression. Given two drug SMILES strings and cell line genomic features, predict the synergy score measuring deviation from expected non-interaction effect. (1) Drug 1: CC(CN1CC(=O)NC(=O)C1)N2CC(=O)NC(=O)C2. Drug 2: CCC(=C(C1=CC=CC=C1)C2=CC=C(C=C2)OCCN(C)C)C3=CC=CC=C3.C(C(=O)O)C(CC(=O)O)(C(=O)O)O. Cell line: HS 578T. Synergy scores: CSS=5.25, Synergy_ZIP=1.72, Synergy_Bliss=3.60, Synergy_Loewe=1.19, Synergy_HSA=1.77. (2) Drug 1: C1=CC(=CC=C1CCC2=CNC3=C2C(=O)NC(=N3)N)C(=O)NC(CCC(=O)O)C(=O)O. Drug 2: C1=C(C(=O)NC(=O)N1)N(CCCl)CCCl. Cell line: LOX IMVI. Synergy scores: CSS=53.0, Synergy_ZIP=-6.05, Synergy_Bliss=-7.46, Synergy_Loewe=-6.19, Synergy_HSA=-2.67. (3) Drug 1: CN(C)C1=NC(=NC(=N1)N(C)C)N(C)C. Drug 2: CC1C(C(CC(O1)OC2CC(OC(C2O)C)OC3=CC4=CC5=C(C(=O)C(C(C5)C(C(=O)C(C(C)O)O)OC)OC6CC(C(C(O6)C)O)OC7CC(C(C(O7)C)O)OC8CC(C(C(O8)C)O)(C)O)C(=C4C(=C3C)O)O)O)O. Cell line: U251. Synergy scores: CSS=-2.99, Synergy_ZIP=0.523, Synergy_Bliss=-1.27, Synergy_Loewe=-4.82, Synergy_HSA=-3.76. (4) Drug 1: CC12CCC3C(C1CCC2O)C(CC4=C3C=CC(=C4)O)CCCCCCCCCS(=O)CCCC(C(F)(F)F)(F)F. Drug 2: COC1=C2C(=CC3=C1OC=C3)C=CC(=O)O2. Cell line: T-47D. Synergy scores: CSS=20.6, Synergy_ZIP=-2.54, Synergy_Bliss=0.101, Synergy_Loewe=10.2, Synergy_HSA=0.945.